Dataset: Forward reaction prediction with 1.9M reactions from USPTO patents (1976-2016). Task: Predict the product of the given reaction. Given the reactants [C:1]([CH2:9][C:10]([O:12]CC)=O)(=O)[C:2]1[CH:7]=[CH:6][CH:5]=[CH:4][CH:3]=1.[OH:15][CH2:16][CH2:17][NH:18][NH2:19], predict the reaction product. The product is: [OH:15][CH2:16][CH2:17][N:18]1[C:10](=[O:12])[CH2:9][C:1]([C:2]2[CH:3]=[CH:4][CH:5]=[CH:6][CH:7]=2)=[N:19]1.